This data is from Full USPTO retrosynthesis dataset with 1.9M reactions from patents (1976-2016). The task is: Predict the reactants needed to synthesize the given product. (1) Given the product [C:32]([O:36][C:37]([N:39]1[CH2:43][CH2:42][C@H:41]([O:44][C:62]2[CH:63]=[CH:64][C:59]3[O:58][CH2:57][CH2:56][N:55]([C:49]4[CH:50]=[N:51][C:52]([O:53][CH3:54])=[C:47]([CH:46]([F:67])[F:45])[CH:48]=4)[C:60]=3[C:61]=2[CH3:66])[CH2:40]1)=[O:38])([CH3:35])([CH3:33])[CH3:34], predict the reactants needed to synthesize it. The reactants are: C1(P(C2C=CC=CC=2)C2C=CC=CC=2)C=CC=CC=1.CCOC(/N=N/C(OCC)=O)=O.[C:32]([O:36][C:37]([N:39]1[CH2:43][CH2:42][C@@H:41]([OH:44])[CH2:40]1)=[O:38])([CH3:35])([CH3:34])[CH3:33].[F:45][CH:46]([F:67])[C:47]1[CH:48]=[C:49]([N:55]2[C:60]3[C:61]([CH3:66])=[C:62](O)[CH:63]=[CH:64][C:59]=3[O:58][CH2:57][CH2:56]2)[CH:50]=[N:51][C:52]=1[O:53][CH3:54]. (2) Given the product [Cl:11][C:4]1[CH:5]=[N:6][CH:7]=[CH:8][C:3]=1[C:1]#[N:2], predict the reactants needed to synthesize it. The reactants are: [C:1]([C:3]1[CH:8]=[CH:7][N+:6]([O-])=[CH:5][CH:4]=1)#[N:2].P(Cl)(Cl)(Cl)(Cl)[Cl:11].O=P(Cl)(Cl)Cl.Cl.[OH-].[Na+]. (3) The reactants are: [C:1]([O:5][C:6]([NH:8][C@@H:9]([CH3:13])[C:10]([OH:12])=O)=[O:7])([CH3:4])([CH3:3])[CH3:2].CN1CCOCC1.ClC1N=C(OC)N=C(OC)N=1.Cl.[NH2:33][C@@:34]1([C:47]([O:49][CH2:50][CH3:51])=[O:48])[CH2:41][C:38]2([CH2:40][CH2:39]2)[C@@H:37]2[C@H:35]1[C@H:36]2[C:42]([O:44][CH2:45][CH3:46])=[O:43]. Given the product [C:1]([O:5][C:6]([NH:8][C@@H:9]([CH3:13])[C:10]([NH:33][C@@:34]1([C:47]([O:49][CH2:50][CH3:51])=[O:48])[CH2:41][C:38]2([CH2:40][CH2:39]2)[C@@H:37]2[C@H:35]1[C@H:36]2[C:42]([O:44][CH2:45][CH3:46])=[O:43])=[O:12])=[O:7])([CH3:2])([CH3:3])[CH3:4], predict the reactants needed to synthesize it. (4) The reactants are: C(#N)C.[CH3:4][O:5][C:6]1[CH:7]=[CH:8][CH:9]=[CH:10][C:11]=1[O:12][CH2:13][CH2:14][NH:15][CH2:16][CH:17]([OH:33])[CH2:18][O:19][C:20]1[CH:21]=[CH:22][CH:23]=[C:24]2[NH:32][C:31]3[CH:30]=[CH:29][CH:28]=[CH:27][C:26]=3[C:25]=12.[P:34](=[O:38])([OH:37])([OH:36])[OH:35]. Given the product [CH3:4][O:5][C:6]1[C:11]([O:12][CH2:13][CH2:14][NH:15][CH2:16][CH:17]([OH:33])[CH2:18][O:19][C:20]2[C:25]3[C:26]4[C:31]([NH:32][C:24]=3[CH:23]=[CH:22][CH:21]=2)=[CH:30][CH:29]=[CH:28][CH:27]=4)=[CH:10][CH:9]=[CH:8][CH:7]=1.[CH3:4][O:5][C:6]1[C:11]([O:12][CH2:13][CH2:14][NH:15][CH2:16][CH:17]([OH:33])[CH2:18][O:19][C:20]2[C:25]3[C:26]4[C:31]([NH:32][C:24]=3[CH:23]=[CH:22][CH:21]=2)=[CH:30][CH:29]=[CH:28][CH:27]=4)=[CH:10][CH:9]=[CH:8][CH:7]=1.[OH2:35].[OH:36][P:34]([OH:38])([OH:37])=[O:35].[OH:36][P:34]([OH:38])([OH:37])=[O:35], predict the reactants needed to synthesize it.